This data is from Reaction yield outcomes from USPTO patents with 853,638 reactions. The task is: Predict the reaction yield, written as a fraction of the theoretical maximum amount of product (1.0 means a 100% yield; for example, 0.34 means a 34% yield). (1) The reactants are [CH3:1][O:2][C:3]([C:5]1[C:13]([NH:14][C:15]2[CH:20]=[CH:19][CH:18]=[CH:17][C:16]=2[CH3:21])=[C:12]([F:22])[C:8]2[NH:9][CH:10]=[N:11][C:7]=2[CH:6]=1)=[O:4].C1COCC1.CO.C1C(=O)N([Br:37])C(=O)C1.CC1C=CC(S(O)(=O)=O)=CC=1.O. The catalyst is CO. The product is [CH3:1][O:2][C:3]([C:5]1[C:13]([NH:14][C:15]2[CH:20]=[CH:19][C:18]([Br:37])=[CH:17][C:16]=2[CH3:21])=[C:12]([F:22])[C:8]2[NH:9][CH:10]=[N:11][C:7]=2[CH:6]=1)=[O:4]. The yield is 0.790. (2) The reactants are [NH2:1][C:2]1[S:3][CH:4]=[C:5]2[C:10]=1[C:9](=[O:11])[N:8]([C:12]1[CH:17]=[CH:16][C:15](Cl)=[CH:14][CH:13]=1)[N:7]=[C:6]2[C:19]([NH:21][CH:22]([CH3:24])[CH3:23])=[O:20].NC1SC=C2C=1C(=O)N(C1C=CC([Br:42])=CC=1)N=C2C(O)=O. The catalyst is C(O)C. The product is [NH2:1][C:2]1[S:3][CH:4]=[C:5]2[C:10]=1[C:9](=[O:11])[N:8]([C:12]1[CH:17]=[CH:16][C:15]([Br:42])=[CH:14][CH:13]=1)[N:7]=[C:6]2[C:19]([NH:21][CH:22]([CH3:24])[CH3:23])=[O:20]. The yield is 0.680. (3) The reactants are [C:1]([O-])([O-])=O.[K+].[K+].[I:7][C:8]1[CH:9]=[C:10]2[C:14](=[CH:15][CH:16]=1)[N:13]([C:17]1[CH:25]=[CH:24][C:20]([C:21]([OH:23])=[O:22])=[CH:19][CH:18]=1)[N:12]=[CH:11]2.CI. The catalyst is CN(C=O)C. The product is [CH3:1][O:22][C:21](=[O:23])[C:20]1[CH:19]=[CH:18][C:17]([N:13]2[C:14]3[C:10](=[CH:9][C:8]([I:7])=[CH:16][CH:15]=3)[CH:11]=[N:12]2)=[CH:25][CH:24]=1. The yield is 0.768.